From a dataset of Full USPTO retrosynthesis dataset with 1.9M reactions from patents (1976-2016). Predict the reactants needed to synthesize the given product. (1) Given the product [CH:6]1[C:1]([OH:7])=[CH:2][CH:3]=[C:4]([S:20]([C:15]2[CH:16]=[CH:17][C:18]([OH:19])=[CH:13][CH:14]=2)(=[O:22])=[O:21])[CH:5]=1.[CH:5]1[CH:6]=[C:1]([OH:7])[C:2]([S:20]([C:15]2[CH:14]=[CH:13][C:18]([OH:19])=[CH:17][CH:16]=2)(=[O:22])=[O:23])=[CH:3][CH:4]=1, predict the reactants needed to synthesize it. The reactants are: [C:1]1([OH:7])[CH:6]=[CH:5][CH:4]=[CH:3][CH:2]=1.S(=O)(=O)(O)O.[CH:13]1[C:18]([OH:19])=[CH:17][CH:16]=[C:15]([S:20]([OH:23])(=[O:22])=[O:21])[CH:14]=1. (2) Given the product [Cl:12][C:13]1[CH:14]=[C:15]([CH:32]=[CH:33][CH:34]=1)[CH2:16][NH:17][C:18]([C:20]1[CH:21]=[C:22]2[C:23]([C:24](=[O:25])[N:1]([C:2]3[C:7]([C:8]#[N:9])=[C:6]([O:10][CH3:11])[CH:5]=[CH:4][N:3]=3)[C:30](=[S:31])[NH:29]2)=[CH:27][CH:28]=1)=[O:19], predict the reactants needed to synthesize it. The reactants are: [NH2:1][C:2]1[C:7]([C:8]#[N:9])=[C:6]([O:10][CH3:11])[CH:5]=[CH:4][N:3]=1.[Cl:12][C:13]1[CH:14]=[C:15]([CH:32]=[CH:33][CH:34]=1)[CH2:16][NH:17][C:18]([C:20]1[CH:28]=[CH:27][C:23]([C:24]([O-])=[O:25])=[C:22]([N:29]=[C:30]=[S:31])[CH:21]=1)=[O:19]. (3) Given the product [CH3:25][N:26]([CH3:30])[CH2:27][C:28]#[C:29][C:2]1[CH:3]=[C:4]2[C:8](=[C:9]([CH3:11])[CH:10]=1)[C:7](=[O:12])[N:6]([CH2:13][C:14]1[CH:19]=[CH:18][C:17]([O:20][C:21]([F:23])([F:24])[F:22])=[CH:16][CH:15]=1)[CH2:5]2, predict the reactants needed to synthesize it. The reactants are: Br[C:2]1[CH:3]=[C:4]2[C:8](=[C:9]([CH3:11])[CH:10]=1)[C:7](=[O:12])[N:6]([CH2:13][C:14]1[CH:19]=[CH:18][C:17]([O:20][C:21]([F:24])([F:23])[F:22])=[CH:16][CH:15]=1)[CH2:5]2.[CH3:25][N:26]([CH3:30])[CH2:27][C:28]#[CH:29]. (4) Given the product [CH3:29][N:30]([CH3:35])[CH:31]1[CH2:34][N:33]([C:2]2[C:7]([C:8]3[CH:9]=[N:10][CH:11]=[C:12]([F:14])[CH:13]=3)=[CH:6][C:5]([C:15]([NH:17][C:18]3[CH:23]=[CH:22][C:21]([O:24][C:25]([F:27])([F:28])[F:26])=[CH:20][CH:19]=3)=[O:16])=[CH:4][N:3]=2)[CH2:32]1, predict the reactants needed to synthesize it. The reactants are: Cl[C:2]1[C:7]([C:8]2[CH:9]=[N:10][CH:11]=[C:12]([F:14])[CH:13]=2)=[CH:6][C:5]([C:15]([NH:17][C:18]2[CH:23]=[CH:22][C:21]([O:24][C:25]([F:28])([F:27])[F:26])=[CH:20][CH:19]=2)=[O:16])=[CH:4][N:3]=1.[CH3:29][N:30]([CH3:35])[CH:31]1[CH2:34][NH:33][CH2:32]1. (5) Given the product [Cl:1][C:2]1[CH:3]=[C:4]([N:10]2[C:14]([CH3:15])=[C:13]([CH2:16][C:17]3[CH:25]=[CH:24][C:20]([C:21]([NH:27][CH2:28][CH:29]([OH:31])[CH3:30])=[O:22])=[CH:19][CH:18]=3)[C:12]([CH3:26])=[N:11]2)[CH:5]=[CH:6][C:7]=1[C:8]#[N:9], predict the reactants needed to synthesize it. The reactants are: [Cl:1][C:2]1[CH:3]=[C:4]([N:10]2[C:14]([CH3:15])=[C:13]([CH2:16][C:17]3[CH:25]=[CH:24][C:20]([C:21](O)=[O:22])=[CH:19][CH:18]=3)[C:12]([CH3:26])=[N:11]2)[CH:5]=[CH:6][C:7]=1[C:8]#[N:9].[NH2:27][CH2:28][CH:29]([OH:31])[CH3:30].[Cl-].COC1N=C(OC)N=C([N+]2(C)CCOCC2)N=1.C(=O)([O-])O.[Na+]. (6) Given the product [O:1]=[C:2]1[N:6]([C:7]2[CH:8]=[CH:9][C:10]3[C:16]4[NH:31][N:32]=[C:18]([C:19]([F:20])([F:22])[F:21])[C:15]=4[CH2:14][CH2:13][CH2:12][C:11]=3[CH:24]=2)[CH2:5][C@H:4]([CH2:25][NH:26][C:27](=[O:29])[CH3:28])[O:3]1, predict the reactants needed to synthesize it. The reactants are: [O:1]=[C:2]1[N:6]([C:7]2[CH:8]=[CH:9][C:10]3[C:16](=O)[CH:15]([C:18](=O)[C:19]([F:22])([F:21])[F:20])[CH2:14][CH2:13][CH2:12][C:11]=3[CH:24]=2)[CH2:5][C@H:4]([CH2:25][NH:26][C:27](=[O:29])[CH3:28])[O:3]1.O.[NH2:31][NH2:32]. (7) Given the product [Br:11][C:5]1[N:6]=[C:2]([CH3:1])[S:3][C:4]=1[NH:7][C:8](=[O:10])[CH3:9], predict the reactants needed to synthesize it. The reactants are: [CH3:1][C:2]1[S:3][C:4]([NH:7][C:8](=[O:10])[CH3:9])=[CH:5][N:6]=1.[Br:11]Br.